This data is from KCNQ2 potassium channel screen with 302,405 compounds. The task is: Binary Classification. Given a drug SMILES string, predict its activity (active/inactive) in a high-throughput screening assay against a specified biological target. (1) The drug is Clc1cc(CS(=O)(=O)CC(O)CN2CCCC2=O)ccc1Cl. The result is 0 (inactive). (2) The drug is Clc1cc2c(n3nc4c(c3OC2)ccc(c4)C(=O)NCCO)cc1. The result is 0 (inactive).